This data is from Catalyst prediction with 721,799 reactions and 888 catalyst types from USPTO. The task is: Predict which catalyst facilitates the given reaction. (1) Reactant: [F:1][C:2]1[CH:7]=[CH:6][C:5]([CH:8]([OH:37])[C:9]2[CH:10]=[C:11]([CH:33]=[CH:34][C:35]=2[OH:36])[CH2:12][N:13]2[C:21]3[C:16](=[C:17]([NH:23][C:24](=[O:31])[CH2:25][C:26]([O:28]CC)=[O:27])[CH:18]=[CH:19][C:20]=3[CH3:22])[CH:15]=[C:14]2[CH3:32])=[CH:4][CH:3]=1.[OH-].[Na+].Cl. Product: [F:1][C:2]1[CH:7]=[CH:6][C:5]([CH:8]([OH:37])[C:9]2[CH:10]=[C:11]([CH:33]=[CH:34][C:35]=2[OH:36])[CH2:12][N:13]2[C:21]3[C:16](=[C:17]([NH:23][C:24](=[O:31])[CH2:25][C:26]([OH:28])=[O:27])[CH:18]=[CH:19][C:20]=3[CH3:22])[CH:15]=[C:14]2[CH3:32])=[CH:4][CH:3]=1. The catalyst class is: 7. (2) Reactant: [Br:1][CH:2]([C:5]1[N:14]([CH2:15][C:16]2[CH:21]=[CH:20][CH:19]=[CH:18][CH:17]=2)[C:13](=[O:22])[C:12]2[C:7](=[CH:8][CH:9]=[CH:10][CH:11]=2)[N:6]=1)[CH2:3][CH3:4].CN(C)CCN. Product: [NH3:6].[Br:1][CH:2]([C:5]1[N:14]([CH2:15][C:16]2[CH:21]=[CH:20][CH:19]=[CH:18][CH:17]=2)[C:13](=[O:22])[C:12]2[C:7](=[CH:8][CH:9]=[CH:10][CH:11]=2)[N:6]=1)[CH2:3][CH3:4]. The catalyst class is: 8.